From a dataset of Full USPTO retrosynthesis dataset with 1.9M reactions from patents (1976-2016). Predict the reactants needed to synthesize the given product. Given the product [O:8]1[CH:9]=[CH:10][CH:11]=[C:7]1[CH2:6][C@@H:2]([NH:1][C:13]1[CH:14]=[CH:15][C:16]([N+:20]([O-:22])=[O:21])=[C:17]([CH3:19])[N:18]=1)[CH2:3][OH:5], predict the reactants needed to synthesize it. The reactants are: [NH2:1][C@H:2]([CH2:6][C:7]1[O:8][CH:9]=[CH:10][CH:11]=1)[C:3]([OH:5])=O.Cl[C:13]1[N:18]=[C:17]([CH3:19])[C:16]([N+:20]([O-:22])=[O:21])=[CH:15][CH:14]=1.CCN(C(C)C)C(C)C.